Dataset: Full USPTO retrosynthesis dataset with 1.9M reactions from patents (1976-2016). Task: Predict the reactants needed to synthesize the given product. (1) The reactants are: [CH3:1][N:2]1[C:11]2[C:6](=[CH:7][CH:8]=[C:9]([N+:12]([O-])=O)[CH:10]=2)[CH2:5][CH2:4][CH2:3]1. Given the product [NH2:12][C:9]1[CH:10]=[C:11]2[C:6]([CH2:5][CH2:4][CH2:3][N:2]2[CH3:1])=[CH:7][CH:8]=1, predict the reactants needed to synthesize it. (2) Given the product [CH3:18][C:19]1[C:23]([C:24]([N:26]2[CH2:27][CH2:28][N:29]([CH3:32])[CH2:30][CH2:31]2)=[O:25])=[C:22]([CH3:33])[NH:21][C:20]=1[CH:34]=[C:10]1[C:9]2[C:13](=[CH:14][CH:15]=[CH:16][C:8]=2[C:4]2[CH:5]=[CH:6][CH:7]=[C:2]([Cl:1])[CH:3]=2)[NH:12][C:11]1=[O:17], predict the reactants needed to synthesize it. The reactants are: [Cl:1][C:2]1[CH:3]=[C:4]([C:8]2[CH:16]=[CH:15][CH:14]=[C:13]3[C:9]=2[CH2:10][C:11](=[O:17])[NH:12]3)[CH:5]=[CH:6][CH:7]=1.[CH3:18][C:19]1[C:23]([C:24]([N:26]2[CH2:31][CH2:30][N:29]([CH3:32])[CH2:28][CH2:27]2)=[O:25])=[C:22]([CH3:33])[NH:21][C:20]=1[CH:34]=O.